This data is from Reaction yield outcomes from USPTO patents with 853,638 reactions. The task is: Predict the reaction yield, written as a fraction of the theoretical maximum amount of product (1.0 means a 100% yield; for example, 0.34 means a 34% yield). (1) The reactants are C(O[C:4](=[O:10])[C:5]([O:7][CH2:8][CH3:9])=[O:6])C.[O-]CC.[Na+].CCO.[S:18]1[C:27]2[C:22](=[CH:23][CH:24]=[CH:25][CH:26]=2)[C:21](=[O:28])[CH2:20][CH2:19]1. The catalyst is C1(C)C=CC=CC=1. The product is [O:10]=[C:4]([CH:20]1[C:21](=[O:28])[C:22]2[C:27](=[CH:26][CH:25]=[CH:24][CH:23]=2)[S:18][CH2:19]1)[C:5]([O:7][CH2:8][CH3:9])=[O:6]. The yield is 0.980. (2) The yield is 0.900. The product is [CH3:1][C:2]1([CH3:8])[C@H:7]2[C@@H:3]1[CH2:4][NH:5][C@@H:6]2[C:25]#[N:26]. No catalyst specified. The reactants are [CH3:1][C:2]1([CH3:8])[CH:7]2[CH:3]1[CH2:4][NH:5][CH2:6]2.[OH-].[Na+].P([O-])([O-])([O-])=O.[K+].[K+].[K+].[C-]#N.[Na+].CC1(C)[C@H]2[C@@H]1[CH2:25][NH:26][C@H]2S([O-])(=O)=O. (3) The reactants are [C:1]([C:3]1[CH:20]=[CH:19][C:6]([CH2:7][NH:8][S:9]([C:12]2[CH:17]=[CH:16][C:15]([F:18])=[CH:14][CH:13]=2)(=[O:11])=[O:10])=[CH:5][CH:4]=1)#[N:2].N[CH2:22][CH2:23][SH:24].[Cl-].[Na+]. The catalyst is C(O)C. The product is [S:24]1[CH2:23][CH2:22][N:2]=[C:1]1[C:3]1[CH:4]=[CH:5][C:6]([CH2:7][NH:8][S:9]([C:12]2[CH:17]=[CH:16][C:15]([F:18])=[CH:14][CH:13]=2)(=[O:11])=[O:10])=[CH:19][CH:20]=1. The yield is 0.890. (4) The reactants are [OH:1][C:2]1[CH:22]=[CH:21][CH:20]=[CH:19][C:3]=1[CH2:4][NH:5][C:6]([NH:8][C:9]1[O:10][C:11]([C:15]([OH:18])([CH3:17])[CH3:16])=[C:12]([CH3:14])[N:13]=1)=[O:7].[Cl:23][C:24]1[N:29]=[C:28](Cl)[CH:27]=[CH:26][N:25]=1.[OH-].[Na+]. The catalyst is CC(C)=O. The product is [Cl:23][C:24]1[N:29]=[C:28]([O:1][C:2]2[CH:22]=[CH:21][CH:20]=[CH:19][C:3]=2[CH2:4][NH:5][C:6]([NH:8][C:9]2[O:10][C:11]([C:15]([OH:18])([CH3:17])[CH3:16])=[C:12]([CH3:14])[N:13]=2)=[O:7])[CH:27]=[CH:26][N:25]=1. The yield is 0.490. (5) The reactants are [C:1]1([C+:7]2[CH:12]=[C:11]([C:13]3[CH:18]=[CH:17][CH:16]=[CH:15][CH:14]=3)[CH:10]=[C:9]([C:19]3[CH:24]=[CH:23][CH:22]=[CH:21][CH:20]=3)O2)[CH:6]=[CH:5][CH:4]=[CH:3][CH:2]=1.C([O-])([O-])=O.[Na+].[Na+].II.[OH2:33].[OH2:34].O.O.O.S([O-])([O-])(=O)=S.[Na+].[Na+]. The catalyst is CC(C)=O.O. The product is [C:13]1([C:11]2[CH:10]=[C:9]([C:19]3[CH:20]=[CH:21][CH:22]=[CH:23][CH:24]=3)[O:33][C:12]=2[C:7]([C:1]2[CH:2]=[CH:3][CH:4]=[CH:5][CH:6]=2)=[O:34])[CH:14]=[CH:15][CH:16]=[CH:17][CH:18]=1. The yield is 0.190. (6) The reactants are [C:1]([CH2:3][C:4]1[CH:9]=[CH:8][C:7]([C:10]2[CH:11]=[N:12][N:13]([C:17]3[CH:30]=[CH:29][C:20]([C:21]([NH:23][CH2:24][CH2:25][CH2:26][O:27][CH3:28])=[O:22])=[CH:19][N:18]=3)[C:14]=2[O:15]C)=[CH:6][C:5]=1[F:31])#[N:2].[Cl-].[Li+]. The catalyst is CC(N(C)C)=O.CS(C)=O. The product is [C:1]([CH2:3][C:4]1[CH:9]=[CH:8][C:7]([C:10]2[CH:11]=[N:12][N:13]([C:17]3[CH:30]=[CH:29][C:20]([C:21]([NH:23][CH2:24][CH2:25][CH2:26][O:27][CH3:28])=[O:22])=[CH:19][N:18]=3)[C:14]=2[OH:15])=[CH:6][C:5]=1[F:31])#[N:2]. The yield is 0.575. (7) The reactants are Br[C:2]1[CH:3]=[N:4][N:5]([CH3:18])[C:6]=1[C:7]1[CH:17]=[CH:16][C:10]2[O:11][CH2:12][C:13](=[O:15])[NH:14][C:9]=2[CH:8]=1.[F:19][C:20]1[CH:25]=[CH:24][C:23](B(O)O)=[C:22]([O:29][CH3:30])[CH:21]=1. No catalyst specified. The product is [F:19][C:20]1[CH:25]=[CH:24][C:23]([C:2]2[CH:3]=[N:4][N:5]([CH3:18])[C:6]=2[C:7]2[CH:17]=[CH:16][C:10]3[O:11][CH2:12][C:13](=[O:15])[NH:14][C:9]=3[CH:8]=2)=[C:22]([O:29][CH3:30])[CH:21]=1. The yield is 0.630. (8) The product is [CH2:1]([O:3][C:4]([C:6]1[CH:7]=[N:8][C:9]2[C:14]([C:15]=1[NH:24][CH:21]1[CH2:22][CH2:23][O:19][CH2:20]1)=[CH:13][CH:12]=[CH:11][C:10]=2[O:17][CH3:18])=[O:5])[CH3:2]. The yield is 1.00. No catalyst specified. The reactants are [CH2:1]([O:3][C:4]([C:6]1[CH:7]=[N:8][C:9]2[C:14]([C:15]=1Cl)=[CH:13][CH:12]=[CH:11][C:10]=2[O:17][CH3:18])=[O:5])[CH3:2].[O:19]1[CH2:23][CH2:22][CH:21]([NH2:24])[CH2:20]1.